Dataset: Forward reaction prediction with 1.9M reactions from USPTO patents (1976-2016). Task: Predict the product of the given reaction. (1) Given the reactants ClC1C=CC(N2C=C(Cl)N=N2)=C(C2N=CN=C(O)C=2)C=1.[Cl:21][C:22]1[CH:23]=[CH:24][C:25]([N:37]2[CH:41]=[C:40]([Cl:42])[N:39]=[N:38]2)=[C:26]([C:28]2[C:33]([CH3:34])=[C:32]([O:35]C)[N:31]=[CH:30][N:29]=2)[CH:27]=1, predict the reaction product. The product is: [Cl:21][C:22]1[CH:23]=[CH:24][C:25]([N:37]2[CH:41]=[C:40]([Cl:42])[N:39]=[N:38]2)=[C:26]([C:28]2[N:29]=[CH:30][N:31]=[C:32]([OH:35])[C:33]=2[CH3:34])[CH:27]=1. (2) Given the reactants [CH3:1][O:2][C:3]1[CH:8]=[CH:7][C:6]([C:9]2[NH:13][N:12]=[C:11]([CH3:14])[CH:10]=2)=[CH:5][CH:4]=1.[H-].[Na+].[Cl:17][C:18]1[CH:38]=[CH:37][C:36]([C:39]([F:42])([F:41])[F:40])=[CH:35][C:19]=1[C:20]([NH:22][C@H:23]1[CH2:28][CH2:27][C@H:26]([CH2:29]OS(C)(=O)=O)[CH2:25][CH2:24]1)=[O:21], predict the reaction product. The product is: [Cl:17][C:18]1[CH:38]=[CH:37][C:36]([C:39]([F:40])([F:41])[F:42])=[CH:35][C:19]=1[C:20]([NH:22][C@H:23]1[CH2:28][CH2:27][C@H:26]([CH2:29][N:12]2[C:11]([CH3:14])=[CH:10][C:9]([C:6]3[CH:5]=[CH:4][C:3]([O:2][CH3:1])=[CH:8][CH:7]=3)=[N:13]2)[CH2:25][CH2:24]1)=[O:21]. (3) Given the reactants [NH:1]1[C:9]2[C:4](=[CH:5][CH:6]=[CH:7][CH:8]=2)[CH2:3][CH:2]1[C:10]([OH:12])=[O:11].C(N(CC)CC)C.[C:20](Cl)(=[O:27])[C:21]1[CH:26]=[CH:25][CH:24]=[CH:23][CH:22]=1, predict the reaction product. The product is: [C:20]([N:1]1[C:9]2[C:4](=[CH:5][CH:6]=[CH:7][CH:8]=2)[CH2:3][CH:2]1[C:10]([OH:12])=[O:11])(=[O:27])[C:21]1[CH:26]=[CH:25][CH:24]=[CH:23][CH:22]=1. (4) Given the reactants [CH2:1]([NH:8][C@H:9]([CH:14]1[CH2:16][CH2:15]1)[C:10]([F:13])([F:12])[F:11])[C:2]1[CH:7]=[CH:6][CH:5]=[CH:4][CH:3]=1.[Br:17][CH2:18][C:19](Br)=[O:20], predict the reaction product. The product is: [CH2:1]([N:8]([C@H:9]([CH:14]1[CH2:16][CH2:15]1)[C:10]([F:13])([F:12])[F:11])[C:19](=[O:20])[CH2:18][Br:17])[C:2]1[CH:7]=[CH:6][CH:5]=[CH:4][CH:3]=1. (5) Given the reactants [C:1]1([C:7]2[S:8][CH:9]=[C:10]([C:12]3[CH:17]=[CH:16][C:15]([CH2:18][CH2:19][NH:20]C(=O)C)=[CH:14][CH:13]=3)[N:11]=2)[CH:6]=[CH:5][CH:4]=[CH:3][CH:2]=1.[OH-].[Na+], predict the reaction product. The product is: [C:1]1([C:7]2[S:8][CH:9]=[C:10]([C:12]3[CH:13]=[CH:14][C:15]([CH2:18][CH2:19][NH2:20])=[CH:16][CH:17]=3)[N:11]=2)[CH:2]=[CH:3][CH:4]=[CH:5][CH:6]=1. (6) The product is: [BrH:17].[Br:17][CH2:15][C:3]1[CH:4]=[CH:5][C:6]([C:8]2[CH:13]=[CH:12][CH:11]=[C:10]([CH3:14])[N:9]=2)=[CH:7][C:2]=1[F:1]. Given the reactants [F:1][C:2]1[CH:7]=[C:6]([C:8]2[CH:13]=[CH:12][CH:11]=[C:10]([CH3:14])[N:9]=2)[CH:5]=[CH:4][C:3]=1[CH2:15]O.[BrH:17], predict the reaction product. (7) Given the reactants [OH:1][C:2]1[CH:38]=[CH:37][C:5]([C:6]([CH2:8][CH2:9][CH2:10][NH:11][C:12]2[CH:17]=[C:16]([O:18][CH3:19])[CH:15]=[CH:14][C:13]=2[CH:20]2[CH2:29][CH2:28][C:27]3[CH:26]=[C:25]([O:30]C(=O)C(C)(C)C)[CH:24]=[CH:23][C:22]=3[CH2:21]2)=O)=[CH:4][CH:3]=1.Cl[CH2:40][C:41]([N:43]1[CH2:52][CH2:51][C:46]2([O:50][CH2:49][CH2:48][O:47]2)[CH2:45][CH2:44]1)=O, predict the reaction product. The product is: [O:50]1[C:46]2([CH2:45][CH2:44][N:43]([CH2:41][CH2:40][O:1][C:2]3[CH:38]=[CH:37][C:5]([CH2:6][CH2:8][CH2:9][CH2:10][NH:11][C:12]4[CH:17]=[C:16]([O:18][CH3:19])[CH:15]=[CH:14][C:13]=4[CH:20]4[CH2:29][CH2:28][C:27]5[CH:26]=[C:25]([OH:30])[CH:24]=[CH:23][C:22]=5[CH2:21]4)=[CH:4][CH:3]=3)[CH2:52][CH2:51]2)[O:47][CH2:48][CH2:49]1.